This data is from Reaction yield outcomes from USPTO patents with 853,638 reactions. The task is: Predict the reaction yield, written as a fraction of the theoretical maximum amount of product (1.0 means a 100% yield; for example, 0.34 means a 34% yield). (1) The reactants are Br[CH2:2][CH2:3][CH3:4].[CH3:5][O:6][C:7]1[CH:8]=[C:9]2[C:13](=[CH:14][CH:15]=1)[NH:12][C:11]([C:16]1[CH:21]=[CH:20][CH:19]=[CH:18][CH:17]=1)=[CH:10]2.C(=O)([O-])[O-].[Cs+].[Cs+]. The catalyst is CN(C=O)C. The product is [CH3:5][O:6][C:7]1[CH:8]=[C:9]2[C:13](=[CH:14][CH:15]=1)[N:12]([CH2:2][CH2:3][CH3:4])[C:11]([C:16]1[CH:17]=[CH:18][CH:19]=[CH:20][CH:21]=1)=[CH:10]2. The yield is 0.561. (2) The reactants are [Cl:1][C:2]1[C:17]([N:18](S(CCC)(=O)=O)[S:19]([CH2:22][CH2:23][CH3:24])(=[O:21])=[O:20])=[CH:16][CH:15]=[C:14]([F:31])[C:3]=1[C:4]([O:6][CH2:7][C:8]1[CH:13]=[CH:12][CH:11]=[CH:10][CH:9]=1)=[O:5].Cl.C(=O)(O)[O-].[Na+]. The catalyst is C1COCC1.[Li+].[OH-]. The product is [Cl:1][C:2]1[C:17]([NH:18][S:19]([CH2:22][CH2:23][CH3:24])(=[O:20])=[O:21])=[CH:16][CH:15]=[C:14]([F:31])[C:3]=1[C:4]([O:6][CH2:7][C:8]1[CH:9]=[CH:10][CH:11]=[CH:12][CH:13]=1)=[O:5]. The yield is 0.539.